Predict hERG channel inhibition at various concentrations. From a dataset of hERG Central: cardiac toxicity at 1µM, 10µM, and general inhibition. (1) The compound is COC(=O)c1ccc2c(=O)n(Cc3ccc4c(c3)OCO4)c(SCC(=O)N3CCCC3)nc2c1. Results: hERG_inhib (hERG inhibition (general)): blocker. (2) The drug is CC1(OC(=O)C2CCCC2)C(=O)C=C2C=C(c3ccsc3)N(Cc3ccccc3)C=C2C1=O. Results: hERG_inhib (hERG inhibition (general)): blocker.